Task: Predict the reactants needed to synthesize the given product.. Dataset: Full USPTO retrosynthesis dataset with 1.9M reactions from patents (1976-2016) (1) Given the product [F:31][C:29]1[CH:30]=[C:24]([OH:23])[CH:25]=[C:26]([F:32])[C:27]=1[NH:28][C:12](=[NH:13])[CH2:11][C:10]([C:4]1[CH:5]=[CH:6][C:7]([F:9])=[CH:8][C:3]=1[F:2])=[O:22], predict the reactants needed to synthesize it. The reactants are: Cl.[F:2][C:3]1[CH:8]=[C:7]([F:9])[CH:6]=[CH:5][C:4]=1[C:10](=[O:22])[CH2:11][C:12](SC1C=CC(Cl)=CC=1)=[NH:13].[OH:23][C:24]1[CH:30]=[C:29]([F:31])[C:27]([NH2:28])=[C:26]([F:32])[CH:25]=1. (2) Given the product [CH3:8][C@H:6]1[O:7][C@@H:2]([CH3:1])[CH2:3][N:4]([C:9]2[C:14]([CH:15]=[O:16])=[CH:13][C:12]([C:27]3[N:28]([CH3:32])[CH:29]=[CH:30][N:31]=3)=[CH:11][N:10]=2)[CH2:5]1, predict the reactants needed to synthesize it. The reactants are: [CH3:1][C@@H:2]1[O:7][C@H:6]([CH3:8])[CH2:5][N:4]([C:9]2[C:14]([CH:15]=[O:16])=[CH:13][C:12](B3OC(C)(C)C(C)(C)O3)=[CH:11][N:10]=2)[CH2:3]1.Br[C:27]1[N:28]([CH3:32])[CH:29]=[CH:30][N:31]=1. (3) The reactants are: [CH3:1][C:2]([CH3:22])=[CH:3][C:4]([NH:6][C@H:7]([C:18]([O:20]C)=[O:19])[CH2:8][C:9]1[C:17]2[C:12](=[CH:13][CH:14]=[CH:15][CH:16]=2)[NH:11][CH:10]=1)=[O:5].[OH-].[Na+]. Given the product [CH3:1][C:2]([CH3:22])=[CH:3][C:4]([NH:6][C@H:7]([C:18]([OH:20])=[O:19])[CH2:8][C:9]1[C:17]2[C:12](=[CH:13][CH:14]=[CH:15][CH:16]=2)[NH:11][CH:10]=1)=[O:5], predict the reactants needed to synthesize it. (4) Given the product [CH2:1]([O:8][C:9]1[CH:10]=[C:11]([C:16]2[N:21]=[C:20]([C:22]([O:24][CH3:25])=[O:23])[CH:19]=[CH:18][C:17]=2[O:26][S:29]([C:28]([F:41])([F:40])[F:27])(=[O:31])=[O:30])[CH:12]=[CH:13][C:14]=1[Cl:15])[C:2]1[CH:7]=[CH:6][CH:5]=[CH:4][CH:3]=1, predict the reactants needed to synthesize it. The reactants are: [CH2:1]([O:8][C:9]1[CH:10]=[C:11]([C:16]2[N:21]=[C:20]([C:22]([O:24][CH3:25])=[O:23])[CH:19]=[CH:18][C:17]=2[OH:26])[CH:12]=[CH:13][C:14]=1[Cl:15])[C:2]1[CH:7]=[CH:6][CH:5]=[CH:4][CH:3]=1.[F:27][C:28]([F:41])([F:40])[S:29](O[S:29]([C:28]([F:41])([F:40])[F:27])(=[O:31])=[O:30])(=[O:31])=[O:30]. (5) The reactants are: BrC(C)C(OCC)=O.Cl.C1([CH:16]([N:20]2[CH2:25][CH2:24][CH:23](C3C=CC(NC(C4C=CC=CC=4C4C=CC(C(F)(F)F)=CC=4)=O)=CC=3)[CH2:22][CH2:21]2)[C:17]([OH:19])=[O:18])C=CC=CC=1.C(NC(=S)N(CCCC)CCCC)CCC. Given the product [N:20]1([CH2:16][C:17]([OH:19])=[O:18])[CH2:25][CH2:24][CH2:23][CH2:22][CH2:21]1, predict the reactants needed to synthesize it.